From a dataset of Full USPTO retrosynthesis dataset with 1.9M reactions from patents (1976-2016). Predict the reactants needed to synthesize the given product. (1) Given the product [N:19]1[CH:20]=[CH:21][CH:22]=[C:17]([N:7]2[CH2:6][C@H:3]3[C@H:2]([N:1]([C:9]([O:11][C:12]([CH3:15])([CH3:14])[CH3:13])=[O:10])[CH2:5][CH2:4]3)[CH2:8]2)[CH:18]=1, predict the reactants needed to synthesize it. The reactants are: [N:1]1([C:9]([O:11][C:12]([CH3:15])([CH3:14])[CH3:13])=[O:10])[CH2:5][CH2:4][C@H:3]2[CH2:6][NH:7][CH2:8][C@@H:2]12.Br[C:17]1[CH:18]=[N:19][CH:20]=[CH:21][CH:22]=1.CC(C)([O-])C.[Na+].C(OCC)C. (2) Given the product [F:1][C:2]1[CH:7]=[CH:6][C:5]([C:8]2[N:9]([CH:18]([CH3:20])[CH3:19])[N:10]=[C:11]3[C:17]=2[CH2:16][CH2:15][N:14]([CH3:21])[CH2:13][CH2:12]3)=[CH:4][CH:3]=1, predict the reactants needed to synthesize it. The reactants are: [F:1][C:2]1[CH:7]=[CH:6][C:5]([C:8]2[N:9]([CH:18]([CH3:20])[CH3:19])[N:10]=[C:11]3[C:17]=2[CH2:16][CH2:15][NH:14][CH2:13][CH2:12]3)=[CH:4][CH:3]=1.[CH2:21]=O.